Dataset: Forward reaction prediction with 1.9M reactions from USPTO patents (1976-2016). Task: Predict the product of the given reaction. The product is: [Cl:1][C:2]1[CH:3]=[C:4]([S:8]([N:11]2[CH:15]=[C:14]3[CH:16]([N:19]([CH2:35][C:36]4[O:37][C:38](=[O:42])[O:39][C:40]=4[CH3:41])[CH3:20])[CH2:17][CH2:18][C:13]3=[C:12]2[C:21]2[CH:26]=[CH:25][CH:24]=[CH:23][C:22]=2[F:27])(=[O:10])=[O:9])[CH:5]=[CH:6][CH:7]=1. Given the reactants [Cl:1][C:2]1[CH:3]=[C:4]([S:8]([N:11]2[CH:15]=[C:14]3[CH:16]([NH:19][CH3:20])[CH2:17][CH2:18][C:13]3=[C:12]2[C:21]2[CH:26]=[CH:25][CH:24]=[CH:23][C:22]=2[F:27])(=[O:10])=[O:9])[CH:5]=[CH:6][CH:7]=1.C(=O)([O-])[O-].[Na+].[Na+].Cl[CH2:35][C:36]1[O:37][C:38](=[O:42])[O:39][C:40]=1[CH3:41].O, predict the reaction product.